Dataset: Peptide-MHC class I binding affinity with 185,985 pairs from IEDB/IMGT. Task: Regression. Given a peptide amino acid sequence and an MHC pseudo amino acid sequence, predict their binding affinity value. This is MHC class I binding data. (1) The binding affinity (normalized) is 0.424. The MHC is HLA-A11:01 with pseudo-sequence HLA-A11:01. The peptide sequence is SSKQYPAGR. (2) The peptide sequence is VLIAGIILLI. The MHC is HLA-A68:02 with pseudo-sequence HLA-A68:02. The binding affinity (normalized) is 0.678. (3) The MHC is HLA-B58:01 with pseudo-sequence HLA-B58:01. The peptide sequence is SHGIDVTDL. The binding affinity (normalized) is 0.0847. (4) The peptide sequence is KVFPYALINK. The MHC is Mamu-B17 with pseudo-sequence Mamu-B17. The binding affinity (normalized) is 0. (5) The peptide sequence is VMCIQMKYV. The MHC is HLA-B40:01 with pseudo-sequence HLA-B40:01. The binding affinity (normalized) is 0.0847. (6) The peptide sequence is RVAAEGINY. The MHC is HLA-A30:02 with pseudo-sequence HLA-A30:02. The binding affinity (normalized) is 0.641. (7) The peptide sequence is SSDDFALIV. The MHC is HLA-B08:02 with pseudo-sequence HLA-B08:02. The binding affinity (normalized) is 0.0847. (8) The peptide sequence is AMIDRLHQT. The MHC is HLA-B27:05 with pseudo-sequence HLA-B27:05. The binding affinity (normalized) is 0.0847. (9) The peptide sequence is TTVNTLSER. The MHC is HLA-A03:01 with pseudo-sequence HLA-A03:01. The binding affinity (normalized) is 0.141.